From a dataset of Full USPTO retrosynthesis dataset with 1.9M reactions from patents (1976-2016). Predict the reactants needed to synthesize the given product. (1) Given the product [C:12]([O:16][C:17](=[O:27])[NH:18][C:19]1[CH:24]=[N:23][C:22]([CH2:25][NH:5][CH:1]2[CH2:4][CH2:3][CH2:2]2)=[CH:21][N:20]=1)([CH3:15])([CH3:14])[CH3:13], predict the reactants needed to synthesize it. The reactants are: [CH:1]1([NH2:5])[CH2:4][CH2:3][CH2:2]1.C([O-])([O-])=O.[K+].[K+].[C:12]([O:16][C:17](=[O:27])[NH:18][C:19]1[CH:24]=[N:23][C:22]([CH2:25]Br)=[CH:21][N:20]=1)([CH3:15])([CH3:14])[CH3:13]. (2) Given the product [Cl:1][C:2]1[CH:24]=[CH:23][C:5]([O:6][C:7]2[CH:12]=[CH:11][CH:10]=[CH:9][C:8]=2[CH:13]2[C:18](=[O:19])[CH2:17][N:16]([CH3:22])[C:14]2=[O:15])=[CH:4][CH:3]=1, predict the reactants needed to synthesize it. The reactants are: [Cl:1][C:2]1[CH:24]=[CH:23][C:5]([O:6][C:7]2[CH:12]=[CH:11][CH:10]=[CH:9][C:8]=2[CH2:13][C:14]([N:16]([CH3:22])[CH2:17][C:18](OC)=[O:19])=[O:15])=[CH:4][CH:3]=1.[Na].O. (3) Given the product [O:25]=[C:11]1[C@@H:10]2[CH2:9][N:8]([C:34]([O:36][C:37]([CH3:38])([CH3:39])[CH3:40])=[O:35])[CH2:20][C@H:19]2[C:18]2[CH:17]=[CH:16][CH:15]=[C:14]([C:21]([F:24])([F:22])[F:23])[C:13]=2[NH:12]1, predict the reactants needed to synthesize it. The reactants are: C([N:8]1[CH2:20][C@@H:19]2[C@H:10]([C:11](=[O:25])[NH:12][C:13]3[C:14]([C:21]([F:24])([F:23])[F:22])=[CH:15][CH:16]=[CH:17][C:18]=32)[CH2:9]1)C1C=CC=CC=1.[C:34](O[C:34]([O:36][C:37]([CH3:40])([CH3:39])[CH3:38])=[O:35])([O:36][C:37]([CH3:40])([CH3:39])[CH3:38])=[O:35].[H][H]. (4) Given the product [C:24]([C:23]1[CH:26]=[CH:27][C:28]([F:30])=[CH:29][C:22]=1[NH:31][C:32]1[CH:46]=[CH:45][C:35]([CH2:36][NH:37][C:38](=[O:44])[O:39][C:40]([CH3:42])([CH3:43])[CH3:41])=[CH:34][CH:33]=1)#[N:25], predict the reactants needed to synthesize it. The reactants are: ClC1C=CC(NC2C=CC(C#N)=NC=2)=C(C(F)(F)F)C=1.Br[C:22]1[CH:29]=[C:28]([F:30])[CH:27]=[CH:26][C:23]=1[C:24]#[N:25].[NH2:31][C:32]1[CH:46]=[CH:45][C:35]([CH2:36][NH:37][C:38](=[O:44])[O:39][C:40]([CH3:43])([CH3:42])[CH3:41])=[CH:34][CH:33]=1. (5) Given the product [ClH:17].[NH2:8][CH2:9][C@H:10]1[CH2:15][CH2:14][C@H:13]([OH:16])[CH2:12][CH2:11]1, predict the reactants needed to synthesize it. The reactants are: C([NH:8][CH2:9][C@H:10]1[CH2:15][CH2:14][C@H:13]([OH:16])[CH2:12][CH2:11]1)(OC(C)(C)C)=O.[ClH:17]. (6) The reactants are: [Cl:1][C:2]1[CH:7]=[CH:6][CH:5]=[CH:4][C:3]=1[N:8]([CH3:28])[C:9]([C:11]1[S:27][C:14]2[C:15]3[CH:23]=[CH:22][C:21]([C:24](O)=[O:25])=[CH:20][C:16]=3[O:17][CH2:18][CH2:19][C:13]=2[CH:12]=1)=[O:10].[NH:29]([CH3:31])[CH3:30].Cl.N1C=CC=CC=1.ClC1C=CC=CC=1N(C)C(C1SC2C3C=CC(C(Cl)=O)=CC=3OCCC=2C=1)=O. Given the product [Cl:1][C:2]1[CH:7]=[CH:6][CH:5]=[CH:4][C:3]=1[N:8]([CH3:28])[C:9]([C:11]1[S:27][C:14]2[C:15]3[CH:23]=[CH:22][C:21]([C:24]([N:29]([CH3:31])[CH3:30])=[O:25])=[CH:20][C:16]=3[O:17][CH2:18][CH2:19][C:13]=2[CH:12]=1)=[O:10], predict the reactants needed to synthesize it. (7) Given the product [Cl:1][C:2]1[N:3]=[C:4]([N:12]2[CH2:17][CH2:16][O:15][CH2:14][CH2:13]2)[C:5]2[CH:10]=[CH:9][NH:8][C:6]=2[N:7]=1, predict the reactants needed to synthesize it. The reactants are: [Cl:1][C:2]1[N:3]=[C:4](Cl)[C:5]2[CH:10]=[CH:9][NH:8][C:6]=2[N:7]=1.[NH:12]1[CH2:17][CH2:16][O:15][CH2:14][CH2:13]1.CCN(CC)CC.